Dataset: Reaction yield outcomes from USPTO patents with 853,638 reactions. Task: Predict the reaction yield, written as a fraction of the theoretical maximum amount of product (1.0 means a 100% yield; for example, 0.34 means a 34% yield). (1) The reactants are [CH3:1][C@H:2]1[N:7]([CH2:8][CH2:9][O:10][C:11]2[CH:16]=[CH:15][CH:14]=[CH:13][CH:12]=2)[C@@H:6]([C:17]([O:19]CC)=[O:18])[CH2:5][CH2:4][CH2:3]1.[OH-].[Na+:23]. The catalyst is C1COCC1.CO. The product is [CH3:1][C@H:2]1[N:7]([CH2:8][CH2:9][O:10][C:11]2[CH:12]=[CH:13][CH:14]=[CH:15][CH:16]=2)[C@@H:6]([C:17]([O-:19])=[O:18])[CH2:5][CH2:4][CH2:3]1.[Na+:23]. The yield is 1.00. (2) The product is [CH2:15]([C:4]1[C:3]([C:17]#[N:18])=[C:2]([NH:1][CH2:20][CH3:21])[N:6]([C:7]2[CH:8]=[CH:9][C:10]([O:13][CH3:14])=[CH:11][CH:12]=2)[N:5]=1)[CH3:16]. The catalyst is C1COCC1.O. The yield is 0.230. The reactants are [NH2:1][C:2]1[N:6]([C:7]2[CH:12]=[CH:11][C:10]([O:13][CH3:14])=[CH:9][CH:8]=2)[N:5]=[C:4]([CH2:15][CH3:16])[C:3]=1[C:17]#[N:18].[Li+].[CH3:20][CH:21]([N-]C(C)C)C.C(Br)C.CCOCC. (3) The reactants are Br[C:2]1[CH:3]=[C:4]2[C:9](=[CH:10][CH:11]=1)[CH:8]=[C:7]([O:12][CH2:13][CH2:14][C:15]1[CH:16]=[N:17][CH:18]=[CH:19][CH:20]=1)[CH:6]=[CH:5]2.C([O-])(=O)C.[K+].Br[C:27]1[C:35]2[C:30](=[CH:31][CH:32]=[C:33]([C:36]#[N:37])[CH:34]=2)[N:29]([CH:38]2[CH2:43][CH2:42][CH2:41][CH2:40][O:39]2)[N:28]=1.P([O-])([O-])([O-])=O.[K+].[K+].[K+]. The catalyst is CN(C=O)C. The product is [N:17]1[CH:18]=[CH:19][CH:20]=[C:15]([CH2:14][CH2:13][O:12][C:7]2[CH:8]=[C:9]3[C:4](=[CH:5][CH:6]=2)[CH:3]=[C:2]([C:27]2[C:35]4[C:30](=[CH:31][CH:32]=[C:33]([C:36]#[N:37])[CH:34]=4)[N:29]([CH:38]4[CH2:43][CH2:42][CH2:41][CH2:40][O:39]4)[N:28]=2)[CH:11]=[CH:10]3)[CH:16]=1. The yield is 0.710. (4) The reactants are C(O[C:4]1(O[Si](C)(C)C)[CH2:6][CH2:5]1)C.C(O)(=O)C.[N:16]1([C:22]([O:24][C:25]([CH3:28])([CH3:27])[CH3:26])=[O:23])[CH2:21][CH2:20][NH:19][CH2:18][CH2:17]1.C([BH3-])#N.[Na+]. The product is [CH:4]1([N:19]2[CH2:20][CH2:21][N:16]([C:22]([O:24][C:25]([CH3:28])([CH3:27])[CH3:26])=[O:23])[CH2:17][CH2:18]2)[CH2:6][CH2:5]1. The yield is 0.611. The catalyst is C1COCC1.CO. (5) The reactants are [Mg].Br[CH2:3][CH2:4][CH2:5][CH2:6]Br.[CH3:8][Si:9]([CH3:18])([CH3:17])[CH2:10][CH2:11][C:12]([O:14]CC)=O.[Cl-].[NH4+]. The catalyst is C1COCC1. The product is [CH3:18][Si:9]([CH3:8])([CH3:17])[CH2:10][CH2:11][C:12]1([OH:14])[CH2:6][CH2:5][CH2:4][CH2:3]1. The yield is 0.940. (6) The reactants are [NH2:1][C:2]1[CH:7]=[CH:6][C:5]([N+:8]([O-:10])=[O:9])=[CH:4][C:3]=1[S:11]([OH:14])(=O)=[O:12].P(Cl)(Cl)(Cl)=O.[OH-].[NH4+:21].[OH-].[Na+].C. The catalyst is S1(CCCC1)(=O)=O. The product is [NH2:1][C:2]1[CH:7]=[CH:6][C:5]([N+:8]([O-:10])=[O:9])=[CH:4][C:3]=1[S:11]([NH2:21])(=[O:14])=[O:12]. The yield is 0.650. (7) The reactants are [CH3:1][O:2][C:3]([C:5]1([C:8]2[CH:13]=[CH:12][C:11]([OH:14])=[CH:10][CH:9]=2)[CH2:7][CH2:6]1)=[O:4].[C:15]([O:19][C:20](=[O:23])[CH:21]=[CH2:22])([CH3:18])([CH3:17])[CH3:16]. No catalyst specified. The product is [CH3:1][O:2][C:3]([C:5]1([C:8]2[CH:9]=[CH:10][C:11]([O:14][CH2:22][CH2:21][C:20]([O:19][C:15]([CH3:18])([CH3:17])[CH3:16])=[O:23])=[CH:12][CH:13]=2)[CH2:6][CH2:7]1)=[O:4]. The yield is 0.540. (8) The reactants are [C:1](=[O:4])([O-])[O-].[K+].[K+].Cl[C:8]1C=[C:10]([C:14](=O)[C:15]([C:17]2[CH:22]=[CH:21][C:20]([O:23][CH:24]([F:26])[F:25])=[C:19]([CH3:27])[CH:18]=2)=O)[CH:11]=[CH:12][CH:13]=1.[ClH:29].[CH3:30][NH:31][C:32]([NH2:34])=[NH:33].O1CCOCC1. The catalyst is O.C(O)C. The product is [NH2:33][C:32]1[N:31]([CH3:30])[C:1](=[O:4])[C:15]([C:14]2[CH:8]=[CH:13][CH:12]=[C:11]([Cl:29])[CH:10]=2)([C:17]2[CH:22]=[CH:21][C:20]([O:23][CH:24]([F:25])[F:26])=[C:19]([CH3:27])[CH:18]=2)[N:34]=1. The yield is 0.430. (9) The reactants are [F:1][C:2]1[CH:3]=[C:4]2[C:9](=[CH:10][CH:11]=1)[O:8][C:7]([C:12]1[CH:17]=[CH:16][CH:15]=[CH:14][CH:13]=1)=[C:6](I)[C:5]2=[O:19].[C:20]([O:24][C:25](=[O:46])[NH:26][C:27]1([C:31]2[CH:36]=[CH:35][C:34](B3OC(C)(C)C(C)(C)O3)=[CH:33][CH:32]=2)[CH2:30][CH2:29][CH2:28]1)([CH3:23])([CH3:22])[CH3:21].C(=O)([O-])[O-].[Na+].[Na+]. The catalyst is C1C=CC([P]([Pd]([P](C2C=CC=CC=2)(C2C=CC=CC=2)C2C=CC=CC=2)([P](C2C=CC=CC=2)(C2C=CC=CC=2)C2C=CC=CC=2)[P](C2C=CC=CC=2)(C2C=CC=CC=2)C2C=CC=CC=2)(C2C=CC=CC=2)C2C=CC=CC=2)=CC=1.COCCOC. The product is [C:20]([O:24][C:25](=[O:46])[NH:26][C:27]1([C:31]2[CH:32]=[CH:33][C:34]([C:6]3[C:5](=[O:19])[C:4]4[C:9](=[CH:10][CH:11]=[C:2]([F:1])[CH:3]=4)[O:8][C:7]=3[C:12]3[CH:17]=[CH:16][CH:15]=[CH:14][CH:13]=3)=[CH:35][CH:36]=2)[CH2:28][CH2:29][CH2:30]1)([CH3:23])([CH3:21])[CH3:22]. The yield is 0.300.